From a dataset of Full USPTO retrosynthesis dataset with 1.9M reactions from patents (1976-2016). Predict the reactants needed to synthesize the given product. (1) Given the product [O:47]1[CH2:51][CH2:50][CH:49]([CH2:52][NH:53][C:12]([C:9]2[CH:8]=[C:7]([CH2:6][O:5][C:4]3[CH:15]=[CH:16][CH:17]=[C:2]([F:1])[CH:3]=3)[O:11][N:10]=2)=[O:14])[CH2:48]1, predict the reactants needed to synthesize it. The reactants are: [F:1][C:2]1[CH:3]=[C:4]([CH:15]=[CH:16][CH:17]=1)[O:5][CH2:6][C:7]1[O:11][N:10]=[C:9]([C:12]([OH:14])=O)[CH:8]=1.C(N(CC)CC)C.Cl.C(N=C=NCCCN(C)C)C.ON1C2C=CC=CC=2N=N1.[O:47]1[CH2:51][CH2:50][CH:49]([CH2:52][NH2:53])[CH2:48]1. (2) Given the product [F:39][C:31]1[CH:32]=[C:33]([C:2]2[CH:7]=[N:6][C:5]([O:8][CH2:9][CH:10]3[CH2:15][CH2:14][N:13]([CH2:16][C:17]4([C:21]([F:24])([F:23])[F:22])[CH2:20][CH2:19][CH2:18]4)[CH2:12][CH2:11]3)=[CH:4][N:3]=2)[CH:34]=[CH:35][C:30]=1[C:28]([O:27][CH2:25][CH3:26])=[O:29], predict the reactants needed to synthesize it. The reactants are: I[C:2]1[CH:7]=[N:6][C:5]([O:8][CH2:9][CH:10]2[CH2:15][CH2:14][N:13]([CH2:16][C:17]3([C:21]([F:24])([F:23])[F:22])[CH2:20][CH2:19][CH2:18]3)[CH2:12][CH2:11]2)=[CH:4][N:3]=1.[CH2:25]([O:27][C:28]([C:30]1[CH:35]=[CH:34][C:33](B(O)O)=[CH:32][C:31]=1[F:39])=[O:29])[CH3:26].C([O-])([O-])=O.[Cs+].[Cs+].O1CCOCC1. (3) Given the product [ClH:1].[ClH:1].[N:2]1[CH:7]=[CH:6][CH:5]=[CH:4][C:3]=1[CH2:8][O:9][C:10]1[CH:15]=[CH:14][C:13]([NH:16][NH2:17])=[CH:12][CH:11]=1, predict the reactants needed to synthesize it. The reactants are: [ClH:1].[N:2]1[CH:7]=[CH:6][CH:5]=[CH:4][C:3]=1[CH2:8][O:9][C:10]1[CH:15]=[CH:14][C:13]([NH2:16])=[CH:12][CH:11]=1.[N:17]([O-])=O.[Na+].S(S([O-])=O)([O-])=O.[Na+].[Na+].[OH-].[K+]. (4) Given the product [NH2:33][C:30]1[CH:31]=[CH:32][C:27]([N:24]2[CH2:25][CH2:26][C@@H:22]([NH:8][C:9]3[N:14]=[CH:13][C:12](/[CH:15]=[CH:16]/[C:17]([O:19][CH2:20][CH3:21])=[O:18])=[CH:11][CH:10]=3)[CH2:23]2)=[CH:28][CH:29]=1, predict the reactants needed to synthesize it. The reactants are: C(OC([N:8]([C@@H:22]1[CH2:26][CH2:25][N:24]([C:27]2[CH:32]=[CH:31][C:30]([N+:33]([O-])=O)=[CH:29][CH:28]=2)[CH2:23]1)[C:9]1[N:14]=[CH:13][C:12](/[CH:15]=[CH:16]/[C:17]([O:19][CH2:20][CH3:21])=[O:18])=[CH:11][CH:10]=1)=O)(C)(C)C.[Sn](Cl)Cl.[OH-].[Na+]. (5) Given the product [CH3:11][O:12][CH2:13][C:14]([NH:17][C:19]1[C:20]([CH3:39])=[N:21][C:22]2[C:27]([N:28]=1)=[C:26]([C:29]1[NH:37][C:36]3[CH2:35][CH2:34][NH:33][C:32](=[O:38])[C:31]=3[CH:30]=1)[CH:25]=[CH:24][CH:23]=2)([CH3:16])[CH3:15], predict the reactants needed to synthesize it. The reactants are: CCN(C(C)C)C(C)C.Cl.[CH3:11][O:12][CH2:13][C:14]([NH2:17])([CH3:16])[CH3:15].F[C:19]1[C:20]([CH3:39])=[N:21][C:22]2[C:27]([N:28]=1)=[C:26]([C:29]1[NH:37][C:36]3[CH2:35][CH2:34][NH:33][C:32](=[O:38])[C:31]=3[CH:30]=1)[CH:25]=[CH:24][CH:23]=2. (6) Given the product [CH2:16]([O:15][C:13](=[O:14])[C:12](=[CH:18][C:19]1[CH:20]=[CH:21][C:22]([O:25][CH2:26][CH2:27][CH2:28][Si:3]([O:6][CH3:7])([O:4][CH3:5])[O:2][CH3:1])=[CH:23][CH:24]=1)[C:11]([O:10][CH2:8][CH3:9])=[O:29])[CH3:17], predict the reactants needed to synthesize it. The reactants are: [CH3:1][O:2][SiH:3]([O:6][CH3:7])[O:4][CH3:5].[CH2:8]([O:10][C:11](=[O:29])[C:12](=[CH:18][C:19]1[CH:24]=[CH:23][C:22]([O:25][CH2:26][CH:27]=[CH2:28])=[CH:21][CH:20]=1)[C:13]([O:15][CH2:16][CH3:17])=[O:14])[CH3:9]. (7) Given the product [F:9][CH:8]([F:10])[C:7]1[C:2]([N:24]=[C:11]([C:12]2[CH:17]=[CH:16][CH:15]=[CH:14][CH:13]=2)[C:18]2[CH:23]=[CH:22][CH:21]=[CH:20][CH:19]=2)=[N:3][CH:4]=[CH:5][CH:6]=1, predict the reactants needed to synthesize it. The reactants are: Cl[C:2]1[C:7]([CH:8]([F:10])[F:9])=[CH:6][CH:5]=[CH:4][N:3]=1.[C:11](=[NH:24])([C:18]1[CH:23]=[CH:22][CH:21]=[CH:20][CH:19]=1)[C:12]1[CH:17]=[CH:16][CH:15]=[CH:14][CH:13]=1.CC(C)([O-])C.[K+].